This data is from Peptide-MHC class I binding affinity with 185,985 pairs from IEDB/IMGT. The task is: Regression. Given a peptide amino acid sequence and an MHC pseudo amino acid sequence, predict their binding affinity value. This is MHC class I binding data. (1) The peptide sequence is ILAKDFLLV. The MHC is HLA-A02:01 with pseudo-sequence HLA-A02:01. The binding affinity (normalized) is 0.814. (2) The peptide sequence is FYKRKAMAW. The MHC is HLA-B07:02 with pseudo-sequence HLA-B07:02. The binding affinity (normalized) is 0. (3) The peptide sequence is DIDILQTNSR. The MHC is HLA-A33:01 with pseudo-sequence HLA-A33:01. The binding affinity (normalized) is 0.469. (4) The peptide sequence is EFIYWDWLY. The MHC is HLA-A80:01 with pseudo-sequence HLA-A80:01. The binding affinity (normalized) is 0.834. (5) The peptide sequence is ITWPRTRHW. The MHC is HLA-A02:11 with pseudo-sequence HLA-A02:11. The binding affinity (normalized) is 0.0847.